The task is: Predict which catalyst facilitates the given reaction.. This data is from Catalyst prediction with 721,799 reactions and 888 catalyst types from USPTO. (1) Reactant: [CH3:1][C:2]1[CH:3]=[C:4]([CH:9]=[CH:10][C:11]=1[CH:12]1[CH2:16][CH2:15][CH2:14][NH:13]1)[C:5]([O:7][CH3:8])=[O:6].[Cl:17][C:18]1[C:19]([O:31][CH2:32][O:33][CH3:34])=[CH:20][C:21]([O:27][CH2:28][O:29][CH3:30])=[C:22]([CH:26]=1)[C:23](O)=[O:24].CN1CCOCC1.Cl.CN(C)CCCN=C=NCC.ON1C2C=CC=CC=2N=N1. Product: [Cl:17][C:18]1[C:19]([O:31][CH2:32][O:33][CH3:34])=[CH:20][C:21]([O:27][CH2:28][O:29][CH3:30])=[C:22]([CH:26]=1)[C:23]([N:13]1[CH2:14][CH2:15][CH2:16][CH:12]1[C:11]1[CH:10]=[CH:9][C:4]([C:5]([O:7][CH3:8])=[O:6])=[CH:3][C:2]=1[CH3:1])=[O:24]. The catalyst class is: 173. (2) Reactant: [CH3:1][C:2]1[CH:3]=[C:4]([CH:9]=[C:10]([N+:12]([O-:14])=[O:13])[CH:11]=1)[C:5]([O:7]C)=[O:6].[OH-].[Na+]. Product: [CH3:1][C:2]1[CH:3]=[C:4]([CH:9]=[C:10]([N+:12]([O-:14])=[O:13])[CH:11]=1)[C:5]([OH:7])=[O:6]. The catalyst class is: 111.